This data is from Forward reaction prediction with 1.9M reactions from USPTO patents (1976-2016). The task is: Predict the product of the given reaction. Given the reactants C(OC(=O)COC1C=CC(Cl)=CC=1C#CC1C=CC=C(S(CCC)(=O)=O)C=1)(C)(C)C.[C:31]([O:35][C:36](=[O:48])[CH2:37][O:38][C:39]1[CH:44]=[CH:43][C:42]([Cl:45])=[CH:41][C:40]=1[C:46]#[CH:47])([CH3:34])([CH3:33])[CH3:32].Br[C:50]1[CH:51]=[C:52]([S:57]([NH:60][CH2:61][C:62]([CH3:65])([CH3:64])[CH3:63])(=[O:59])=[O:58])[CH:53]=[CH:54][C:55]=1[CH3:56], predict the reaction product. The product is: [C:31]([O:35][C:36](=[O:48])[CH2:37][O:38][C:39]1[CH:44]=[CH:43][C:42]([Cl:45])=[CH:41][C:40]=1[C:46]#[C:47][C:50]1[CH:51]=[C:52]([S:57]([NH:60][CH2:61][C:62]([CH3:64])([CH3:63])[CH3:65])(=[O:58])=[O:59])[CH:53]=[CH:54][C:55]=1[CH3:56])([CH3:34])([CH3:33])[CH3:32].